Dataset: Reaction yield outcomes from USPTO patents with 853,638 reactions. Task: Predict the reaction yield, written as a fraction of the theoretical maximum amount of product (1.0 means a 100% yield; for example, 0.34 means a 34% yield). The reactants are [N:1]([CH:4]([C:6]1[N:11]=[CH:10][C:9]([F:12])=[CH:8][N:7]=1)[CH3:5])=[N+]=[N-]. The catalyst is [Pd]. The product is [F:12][C:9]1[CH:8]=[N:7][C:6]([CH:4]([NH2:1])[CH3:5])=[N:11][CH:10]=1. The yield is 0.990.